From a dataset of Reaction yield outcomes from USPTO patents with 853,638 reactions. Predict the reaction yield, written as a fraction of the theoretical maximum amount of product (1.0 means a 100% yield; for example, 0.34 means a 34% yield). (1) The reactants are [Br:1][C:2]1[N:7]=[C:6]2[C:8]([CH3:35])=[C:9]([CH:11]([NH:18][C:19]3[CH:24]=[CH:23][C:22]([C:25]([NH:27][CH2:28][CH2:29][C:30]([O:32]CC)=[O:31])=[O:26])=[CH:21][CH:20]=3)[CH:12]3[CH2:17][CH2:16][CH2:15][CH2:14][CH2:13]3)[O:10][C:5]2=[CH:4][CH:3]=1.O1CCCC1.[OH-].[Li+]. The catalyst is C(O)C. The product is [Br:1][C:2]1[N:7]=[C:6]2[C:8]([CH3:35])=[C:9]([CH:11]([NH:18][C:19]3[CH:20]=[CH:21][C:22]([C:25]([NH:27][CH2:28][CH2:29][C:30]([OH:32])=[O:31])=[O:26])=[CH:23][CH:24]=3)[CH:12]3[CH2:13][CH2:14][CH2:15][CH2:16][CH2:17]3)[O:10][C:5]2=[CH:4][CH:3]=1. The yield is 0.940. (2) The reactants are O[CH:2]([C:10]1[C:15]2[CH2:16][C:17]([CH3:20])([CH3:19])[O:18][C:14]=2[C:13]([O:21][CH3:22])=[CH:12][CH:11]=1)[CH2:3][C:4]1[CH:9]=[CH:8][N:7]=[CH:6][CH:5]=1.C([SiH](CC)CC)C.C(=O)(O)[O-].[Na+]. The catalyst is C(Cl)Cl. The product is [CH3:22][O:21][C:13]1[C:14]2[O:18][C:17]([CH3:20])([CH3:19])[CH2:16][C:15]=2[C:10]([CH2:2][CH2:3][C:4]2[CH:9]=[CH:8][N:7]=[CH:6][CH:5]=2)=[CH:11][CH:12]=1. The yield is 0.581. (3) The reactants are [O:1]=[C:2]1[NH:7][CH:6]=[N:5][C:4]2[S:8][C:9]3[CH2:14][CH:13]([CH2:15][C:16]([O-:18])=[O:17])[CH2:12][CH2:11][C:10]=3[C:3]1=2.[C:19]([C:21]1C(=O)C(Cl)=C(Cl)C(=O)C=1C#N)#N. The catalyst is O1CCOCC1. The product is [CH2:19]([O:17][C:16](=[O:18])[CH2:15][C:13]1[CH:12]=[CH:11][C:10]2[C:3]3[C:2](=[O:1])[NH:7][CH:6]=[N:5][C:4]=3[S:8][C:9]=2[CH:14]=1)[CH3:21]. The yield is 0.350.